This data is from Forward reaction prediction with 1.9M reactions from USPTO patents (1976-2016). The task is: Predict the product of the given reaction. (1) Given the reactants [CH3:1][C:2]1[CH:7]=[CH:6][C:5]([S:8]([O:11][CH2:12][C@H:13]2[O:18][C:17]3[CH:19]=[C:20]([N+:24]([O-])=O)[C:21]([F:23])=[CH:22][C:16]=3[O:15][CH2:14]2)(=[O:10])=[O:9])=[CH:4][CH:3]=1.Cl.[H][H], predict the reaction product. The product is: [CH3:1][C:2]1[CH:7]=[CH:6][C:5]([S:8]([O:11][CH2:12][CH:13]2[O:18][C:17]3[CH:19]=[C:20]([NH2:24])[C:21]([F:23])=[CH:22][C:16]=3[O:15][CH2:14]2)(=[O:10])=[O:9])=[CH:4][CH:3]=1. (2) Given the reactants Cl.[Cl:2][CH2:3][C:4]([NH:6][C:7]1[CH:8]=[N:9][C:10]2[C:15]([C:16]=1[NH:17][CH2:18][CH2:19][CH2:20][NH:21][C:22](=[O:28])[O:23][C:24]([CH3:27])([CH3:26])[CH3:25])=[N:14][CH:13]=[CH:12][CH:11]=2)=O.C(=O)([O-])[O-].[K+].[K+], predict the reaction product. The product is: [Cl:2][CH2:3][C:4]1[N:17]([CH2:18][CH2:19][CH2:20][NH:21][C:22](=[O:28])[O:23][C:24]([CH3:27])([CH3:26])[CH3:25])[C:16]2[C:15]3[N:14]=[CH:13][CH:12]=[CH:11][C:10]=3[N:9]=[CH:8][C:7]=2[N:6]=1. (3) Given the reactants [CH2:1]([N:8]1[CH:12]=[C:11]([OH:13])[CH:10]=[N:9]1)[C:2]1[CH:7]=[CH:6][CH:5]=[CH:4][CH:3]=1.IC.[C:16]([O-])([O-])=O.[Cs+].[Cs+], predict the reaction product. The product is: [CH2:1]([N:8]1[CH:12]=[C:11]([O:13][CH3:16])[CH:10]=[N:9]1)[C:2]1[CH:3]=[CH:4][CH:5]=[CH:6][CH:7]=1. (4) Given the reactants [OH:1][CH2:2][CH2:3][S:4][C:5]1[CH:10]=[CH:9][C:8]([S:11][C:12]2[CH:17]=[CH:16][C:15]([S:18][CH2:19][CH2:20][OH:21])=[CH:14][CH:13]=2)=[CH:7][CH:6]=1.C(N([CH:28]([CH3:30])[CH3:29])CC)(C)C.[C:31](Cl)(=[O:34])[CH:32]=[CH2:33].C(OCC)(=[O:38])C, predict the reaction product. The product is: [C:31]([O:21][CH2:20][CH2:19][S:18][C:15]1[CH:16]=[CH:17][C:12]([S:11][C:8]2[CH:7]=[CH:6][C:5]([S:4][CH2:3][CH2:2][O:1][C:30](=[O:38])[CH:28]=[CH2:29])=[CH:10][CH:9]=2)=[CH:13][CH:14]=1)(=[O:34])[CH:32]=[CH2:33]. (5) Given the reactants [C:1]1([CH2:7][C:8]([C:10]2[CH:11]=[C:12]([CH:15]=[CH:16][CH:17]=2)[C:13]#[N:14])=O)[CH:6]=[CH:5][CH:4]=[CH:3][CH:2]=1.[CH2:18]([O:20][C:21]1[CH:22]=[C:23]([CH:26]=[C:27]([N+:30]([O-:32])=[O:31])[C:28]=1[OH:29])[CH:24]=O)[CH3:19].[NH2:33][C:34]([NH2:36])=[O:35].Cl, predict the reaction product. The product is: [CH2:18]([O:20][C:21]1[CH:22]=[C:23]([CH:24]2[NH:36][C:34](=[O:35])[NH:33][C:8]([C:10]3[CH:11]=[C:12]([CH:15]=[CH:16][CH:17]=3)[C:13]#[N:14])=[C:7]2[C:1]2[CH:6]=[CH:5][CH:4]=[CH:3][CH:2]=2)[CH:26]=[C:27]([N+:30]([O-:32])=[O:31])[C:28]=1[OH:29])[CH3:19]. (6) Given the reactants C=C.[CH3:3][O:4][C:5]1[CH:36]=[CH:35][C:8]([CH2:9][O:10][C:11]2[CH:16]=[CH:15][C:14]([CH:17]([CH2:31][N+:32]([O-:34])=O)[CH2:18][C:19]([O:21][CH2:22][C:23]3[CH:28]=[CH:27][C:26]([O:29][CH3:30])=[CH:25][CH:24]=3)=[O:20])=[CH:13][CH:12]=2)=[CH:7][CH:6]=1.[C:37]1(N=C=O)C=CC=C[CH:38]=1, predict the reaction product. The product is: [CH3:3][O:4][C:5]1[CH:36]=[CH:35][C:8]([CH2:9][O:10][C:11]2[CH:12]=[CH:13][C:14]([CH:17]([C:31]3[CH2:38][CH2:37][O:34][N:32]=3)[CH2:18][C:19]([O:21][CH2:22][C:23]3[CH:28]=[CH:27][C:26]([O:29][CH3:30])=[CH:25][CH:24]=3)=[O:20])=[CH:15][CH:16]=2)=[CH:7][CH:6]=1. (7) The product is: [Li:5][C:7]1[CH:12]=[CH:11][C:10]([CH3:13])=[CH:9][CH:8]=1.[CH3:2][C:1]1([CH3:4])[CH2:14][CH:15]=[C:16]([C:7]2[CH:12]=[CH:11][C:10]([CH3:13])=[CH:9][CH:8]=2)[C:17]2[CH:18]=[C:19]([CH:33]=[CH:34][C:35]3[CH:45]=[CH:44][C:38]([C:39]([O:41][CH2:42][CH3:43])=[O:40])=[CH:37][CH:36]=3)[CH:20]=[CH:21][C:3]1=2. Given the reactants [C:1]([Li:5])([CH3:4])([CH3:3])[CH3:2].Br[C:7]1[CH:12]=[CH:11][C:10]([CH3:13])=[CH:9][CH:8]=1.[CH3:14][C:15]1(C)CC=C(OS(C(F)(F)F)(=O)=O)[C:21]2[CH:20]=[C:19]([C:33]#[C:34][C:35]3[CH:45]=[CH:44][C:38]([C:39]([O:41][CH2:42][CH3:43])=[O:40])=[CH:37][CH:36]=3)[CH:18]=[CH:17][C:16]1=2, predict the reaction product. (8) Given the reactants [OH:1][CH:2]1[CH2:7][CH2:6][CH:5]([CH3:8])[CH2:4][CH2:3]1.C(N(CC)CC)C.[CH3:16][S:17](Cl)(=[O:19])=[O:18].Cl, predict the reaction product. The product is: [CH3:16][S:17]([O:1][C@H:2]1[CH2:7][CH2:6][C@@H:5]([CH3:8])[CH2:4][CH2:3]1)(=[O:19])=[O:18]. (9) Given the reactants [CH2:1]([O:3][C:4](=[O:23])[C:5]([C:11](=[O:22])[C:12]1[CH:17]=[CH:16][C:15]([F:18])=[C:14]([O:19][CH3:20])[C:13]=1F)=[CH:6][NH:7][CH:8]1[CH2:10][CH2:9]1)[CH3:2].C(OC(=O)C(C(=O)C1C=CC(F)=C(OC)C=1OCC)=CNC1CC1)C, predict the reaction product. The product is: [CH2:1]([O:3][C:4]([C:5]1[C:11](=[O:22])[C:12]2[C:13](=[C:14]([O:19][CH3:20])[C:15]([F:18])=[CH:16][CH:17]=2)[N:7]([CH:8]2[CH2:10][CH2:9]2)[CH:6]=1)=[O:23])[CH3:2]. (10) Given the reactants [CH:1]1[C:11]2[CH:10]=[CH:9][C:8]3[CH:12]=[CH:13][CH:14]=[CH:15][C:7]=3[C:6](=[C:16]3[CH2:21][CH2:20][N:19]([C:22](=[O:32])[CH2:23][NH:24]C(=O)OC(C)(C)C)[CH2:18][CH2:17]3)[C:5]=2[CH:4]=[CH:3][CH:2]=1.[ClH:33].O1CCOCC1, predict the reaction product. The product is: [ClH:33].[CH:12]1[C:8]2[CH:9]=[CH:10][C:11]3[CH:1]=[CH:2][CH:3]=[CH:4][C:5]=3[C:6](=[C:16]3[CH2:17][CH2:18][N:19]([C:22](=[O:32])[CH2:23][NH2:24])[CH2:20][CH2:21]3)[C:7]=2[CH:15]=[CH:14][CH:13]=1.